From a dataset of Reaction yield outcomes from USPTO patents with 853,638 reactions. Predict the reaction yield, written as a fraction of the theoretical maximum amount of product (1.0 means a 100% yield; for example, 0.34 means a 34% yield). (1) The reactants are [CH:1]([O:4][C:5]1[CH:16]=[CH:15][CH:14]=[CH:13][C:6]=1[C:7]([O:9]C(C)C)=[O:8])([CH3:3])[CH3:2].CC(C)([O-])C.[K+].CCCCCC.C(OCC)(=O)C.Cl. The catalyst is CS(C)=O. The product is [CH:1]([O:4][C:5]1[CH:16]=[CH:15][CH:14]=[CH:13][C:6]=1[C:7]([OH:9])=[O:8])([CH3:3])[CH3:2]. The yield is 0.800. (2) The reactants are [Cl:1][C:2]1[CH:7]=[CH:6][CH:5]=[CH:4][C:3]=1[N:8]([CH3:25])[C:9]1[C:10]([NH:15][C:16]2[CH:21]=[CH:20][CH:19]=[CH:18][C:17]=2[N+:22]([O-:24])=[O:23])=[CH:11][CH:12]=[CH:13][CH:14]=1.[CH3:26]N(C)C=O. The yield is 0.860. No catalyst specified. The product is [Cl:1][C:2]1[CH:7]=[CH:6][CH:5]=[CH:4][C:3]=1[N:8]([CH3:25])[C:9]1[C:10]([N:15]([CH3:26])[C:16]2[CH:21]=[CH:20][CH:19]=[CH:18][C:17]=2[N+:22]([O-:24])=[O:23])=[CH:11][CH:12]=[CH:13][CH:14]=1. (3) The reactants are C([O:8][C:9]1[CH:14]=[CH:13][C:12]([C:15]2[O:16][C:17]([CH3:41])=[C:18]([CH2:20][N:21]3[C:29]4[C:24](=[CH:25][C:26]([C:30]([OH:39])([C:35]([F:38])([F:37])[F:36])[C:31]([F:34])([F:33])[F:32])=[CH:27][CH:28]=4)[CH2:23][CH:22]3[CH3:40])[N:19]=2)=[CH:11][CH:10]=1)C1C=CC=CC=1.CO. The catalyst is [Pd].O1CCCC1. The product is [CH3:41][C:17]1[O:16][C:15]([C:12]2[CH:11]=[CH:10][C:9]([OH:8])=[CH:14][CH:13]=2)=[N:19][C:18]=1[CH2:20][N:21]1[C:29]2[C:24](=[CH:25][C:26]([C:30]([OH:39])([C:31]([F:34])([F:33])[F:32])[C:35]([F:36])([F:37])[F:38])=[CH:27][CH:28]=2)[CH2:23][CH:22]1[CH3:40]. The yield is 0.390. (4) The product is [Cl:19][C:3]1[C:2]([C:29]#[C:28][C:26]([OH:30])([C:23]2[CH:22]=[C:21]([CH3:20])[O:25][N:24]=2)[CH3:27])=[CH:18][C:6]2[C:7]3[N:8]([CH:12]=[C:13]([C:15]([NH2:17])=[O:16])[N:14]=3)[CH2:9][CH2:10][O:11][C:5]=2[CH:4]=1. The yield is 0.320. No catalyst specified. The reactants are Br[C:2]1[C:3]([Cl:19])=[CH:4][C:5]2[O:11][CH2:10][CH2:9][N:8]3[CH:12]=[C:13]([C:15]([NH2:17])=[O:16])[N:14]=[C:7]3[C:6]=2[CH:18]=1.[CH3:20][C:21]1[O:25][N:24]=[C:23]([C:26]([OH:30])([C:28]#[CH:29])[CH3:27])[CH:22]=1.